Dataset: Forward reaction prediction with 1.9M reactions from USPTO patents (1976-2016). Task: Predict the product of the given reaction. (1) Given the reactants [H-].[Na+].[Si]([O:10][C:11]1[CH:12]=[C:13]2[C:17](=[CH:18][CH:19]=1)[NH:16][N:15]=[CH:14]2)(C(C)(C)C)(C)C.CS(O[CH:25]1[CH2:30][CH2:29][N:28]([C:31]([O:33][C:34]([CH3:37])([CH3:36])[CH3:35])=[O:32])[CH2:27][CH2:26]1)(=O)=O.O, predict the reaction product. The product is: [OH:10][C:11]1[CH:12]=[C:13]2[C:17](=[CH:18][CH:19]=1)[N:16]([CH:25]1[CH2:30][CH2:29][N:28]([C:31]([O:33][C:34]([CH3:37])([CH3:36])[CH3:35])=[O:32])[CH2:27][CH2:26]1)[N:15]=[CH:14]2. (2) Given the reactants [CH3:1][C:2]([CH3:39])([CH2:37][CH3:38])[CH2:3][C:4]1[N:8]([CH3:9])[C:7]([CH:10]([N:25](C)[C:26](=O)OCC2C=CC=CC=2)[CH2:11][C:12]2[CH:17]=[CH:16][C:15]([C:18]3[CH:23]=[CH:22][C:21]([F:24])=[CH:20][N:19]=3)=[CH:14][CH:13]=2)=[N:6][CH:5]=1, predict the reaction product. The product is: [CH3:1][C:2]([CH3:39])([CH2:37][CH3:38])[CH2:3][C:4]1[N:8]([CH3:9])[C:7]([CH:10]([NH:25][CH3:26])[CH2:11][C:12]2[CH:17]=[CH:16][C:15]([C:18]3[CH:23]=[CH:22][C:21]([F:24])=[CH:20][N:19]=3)=[CH:14][CH:13]=2)=[N:6][CH:5]=1. (3) Given the reactants C(=N[C:15]1[CH:20]=[N:19][C:18]([CH2:21][N:22]2[CH:26]=[CH:25][N:24]=[C:23]2[C:27]2[CH:32]=[CH:31][CH:30]=[C:29]([F:33])[N:28]=2)=[C:17]([CH2:34][CH2:35][CH3:36])[N:16]=1)(C1C=CC=CC=1)C1C=CC=CC=1.[ClH:37], predict the reaction product. The product is: [Cl:37][C:15]1[N:16]=[C:17]([CH2:34][CH2:35][CH3:36])[C:18]([CH2:21][N:22]2[CH:26]=[CH:25][N:24]=[C:23]2[C:27]2[CH:32]=[CH:31][CH:30]=[C:29]([F:33])[N:28]=2)=[N:19][CH:20]=1.